Predict which catalyst facilitates the given reaction. From a dataset of Catalyst prediction with 721,799 reactions and 888 catalyst types from USPTO. (1) Reactant: C(OC([N:8]1[CH2:13][CH2:12][N:11]([C:14](=[O:36])[CH2:15][CH2:16][N:17]2[C:25]3[C:20](=[CH:21][C:22]([C:26]4[C:34]5[C:29](=[CH:30][C:31]([F:35])=[CH:32][CH:33]=5)[NH:28][CH:27]=4)=[CH:23][CH:24]=3)[CH:19]=[N:18]2)[CH2:10][CH2:9]1)=O)(C)(C)C. Product: [F:35][C:31]1[CH:30]=[C:29]2[C:34]([C:26]([C:22]3[CH:21]=[C:20]4[C:25](=[CH:24][CH:23]=3)[N:17]([CH2:16][CH2:15][C:14]([N:11]3[CH2:12][CH2:13][NH:8][CH2:9][CH2:10]3)=[O:36])[N:18]=[CH:19]4)=[CH:27][NH:28]2)=[CH:33][CH:32]=1. The catalyst class is: 818. (2) Reactant: C([O:8][C:9]1[C:10]([O:38][CH3:39])=[N:11][C:12]2[C:17]([C:18]=1[Cl:19])=[CH:16][C:15]([C:20]([C:32]1[N:36]([CH3:37])[CH:35]=[N:34][CH:33]=1)([C:22]1[CH:23]=[N:24][C:25]([C:28]([F:31])([F:30])[F:29])=[CH:26][CH:27]=1)[OH:21])=[CH:14][CH:13]=2)C1C=CC=CC=1. Product: [Cl:19][C:18]1[C:17]2[C:12](=[CH:13][CH:14]=[C:15]([C:20]([OH:21])([C:32]3[N:36]([CH3:37])[CH:35]=[N:34][CH:33]=3)[C:22]3[CH:23]=[N:24][C:25]([C:28]([F:31])([F:29])[F:30])=[CH:26][CH:27]=3)[CH:16]=2)[N:11]=[C:10]([O:38][CH3:39])[C:9]=1[OH:8]. The catalyst class is: 19. (3) Reactant: [C@@H:1]1([C:12]2[CH:17]=[CH:16][C:15]([Cl:18])=[C:14]([CH2:19][C:20]3[S:21][C:22]([C:25]4[CH:30]=[CH:29][C:28]([CH:31]=[O:32])=[CH:27][CH:26]=4)=[CH:23][CH:24]=3)[CH:13]=2)[O:9][C@H:8]([CH2:10][OH:11])[C@@H:6]([OH:7])[C@H:4]([OH:5])[C@H:2]1[OH:3].[BH4-].[Na+]. Product: [C@@H:1]1([C:12]2[CH:17]=[CH:16][C:15]([Cl:18])=[C:14]([CH2:19][C:20]3[S:21][C:22]([C:25]4[CH:30]=[CH:29][C:28]([CH2:31][OH:32])=[CH:27][CH:26]=4)=[CH:23][CH:24]=3)[CH:13]=2)[O:9][C@H:8]([CH2:10][OH:11])[C@@H:6]([OH:7])[C@H:4]([OH:5])[C@H:2]1[OH:3]. The catalyst class is: 199. (4) Reactant: Br[CH2:2][CH2:3][CH2:4][C:5]([NH:7][C:8]1[N:12]2[N:13]=[C:14]([Cl:17])[CH:15]=[CH:16][C:11]2=[N:10][CH:9]=1)=[O:6].[H-].[Na+]. Product: [Cl:17][C:14]1[CH:15]=[CH:16][C:11]2[N:12]([C:8]([N:7]3[CH2:2][CH2:3][CH2:4][C:5]3=[O:6])=[CH:9][N:10]=2)[N:13]=1. The catalyst class is: 31. (5) Reactant: [NH:1]1[C:9]2[CH2:8][CH2:7][NH:6][CH2:5][C:4]=2[C:3]([C:10]2[S:11][CH:12]=[CH:13][N:14]=2)=[N:2]1.[Cl:15][C:16]1[CH:17]=[C:18]([NH:22][C:23](=O)[O:24]C2C=CC=CC=2)[CH:19]=[CH:20][CH:21]=1. Product: [Cl:15][C:16]1[CH:17]=[C:18]([NH:22][C:23]([N:6]2[CH2:7][CH2:8][C:9]3[NH:1][N:2]=[C:3]([C:10]4[S:11][CH:12]=[CH:13][N:14]=4)[C:4]=3[CH2:5]2)=[O:24])[CH:19]=[CH:20][CH:21]=1. The catalyst class is: 2. (6) Reactant: [C:1]([O:10]C)(=O)[C:2]1[C:3](=[CH:5][CH:6]=[CH:7][CH:8]=1)[NH2:4].[C:12](OCC)(=[O:19])[CH2:13][C:14]([O:16][CH2:17][CH3:18])=[O:15].[O-]CC.[Na+]. Product: [OH:10][C:1]1[C:2]2[C:3](=[CH:5][CH:6]=[CH:7][CH:8]=2)[NH:4][C:12](=[O:19])[C:13]=1[C:14]([O:16][CH2:17][CH3:18])=[O:15]. The catalyst class is: 8. (7) Reactant: C(=O)([O-])[O-].[K+].[K+].O.[N+](C1C=CC(C([O:17][C@H:18]2[CH2:21][C@H:20]([NH:22][C:23]([O:25][C:26]([CH3:29])([CH3:28])[CH3:27])=[O:24])[CH2:19]2)=O)=CC=1)([O-])=O. Product: [C:26]([O:25][C:23](=[O:24])[NH:22][C@H:20]1[CH2:21][C@H:18]([OH:17])[CH2:19]1)([CH3:29])([CH3:27])[CH3:28]. The catalyst class is: 5. (8) Reactant: [NH:1]1[CH:5]=[C:4]([CH:6]=O)[N:3]=[CH:2]1.[CH2:8]([NH:15][CH2:16][CH2:17][OH:18])[C:9]1[CH:14]=[CH:13][CH:12]=[CH:11][CH:10]=1.C(O[BH-](OC(=O)C)OC(=O)C)(=O)C.[Na+]. Product: [NH:1]1[CH:5]=[C:4]([CH2:6][N:15]([CH2:8][C:9]2[CH:14]=[CH:13][CH:12]=[CH:11][CH:10]=2)[CH2:16][CH2:17][OH:18])[N:3]=[CH:2]1. The catalyst class is: 7. (9) Reactant: [CH3:1]C(C)([O-])C.[K+].[Br:7][C:8]1[CH:9]=[C:10]([C:16](=O)[C:17]([F:20])([F:19])[F:18])[CH:11]=[C:12]([Br:15])[C:13]=1[F:14]. Product: [Br:7][C:8]1[CH:9]=[C:10]([C:16]([C:17]([F:20])([F:19])[F:18])=[CH2:1])[CH:11]=[C:12]([Br:15])[C:13]=1[F:14]. The catalyst class is: 597. (10) Reactant: [NH2:1][C:2]1[CH:17]=[CH:16][C:5]([O:6][C:7]2[CH:8]=[C:9]3[C:13](=[CH:14][CH:15]=2)[NH:12][N:11]=[CH:10]3)=[C:4]([F:18])[CH:3]=1.[Cl:19][C:20]1[CH:25]=[C:24](Cl)[N:23]=[C:22]([NH2:27])[N:21]=1.Cl.C(=O)(O)[O-].[Na+]. Product: [NH2:27][C:22]1[N:23]=[C:24]([NH:1][C:2]2[CH:17]=[CH:16][C:5]([O:6][C:7]3[CH:8]=[C:9]4[C:13](=[CH:14][CH:15]=3)[NH:12][N:11]=[CH:10]4)=[C:4]([F:18])[CH:3]=2)[CH:25]=[C:20]([Cl:19])[N:21]=1. The catalyst class is: 6.